This data is from NCI-60 drug combinations with 297,098 pairs across 59 cell lines. The task is: Regression. Given two drug SMILES strings and cell line genomic features, predict the synergy score measuring deviation from expected non-interaction effect. (1) Drug 1: C1=CN(C=N1)CC(O)(P(=O)(O)O)P(=O)(O)O. Drug 2: CC1CCCC2(C(O2)CC(NC(=O)CC(C(C(=O)C(C1O)C)(C)C)O)C(=CC3=CSC(=N3)C)C)C. Cell line: SK-OV-3. Synergy scores: CSS=42.5, Synergy_ZIP=2.01, Synergy_Bliss=3.10, Synergy_Loewe=-10.8, Synergy_HSA=4.80. (2) Drug 1: COC1=CC(=CC(=C1O)OC)C2C3C(COC3=O)C(C4=CC5=C(C=C24)OCO5)OC6C(C(C7C(O6)COC(O7)C8=CC=CS8)O)O. Drug 2: C1=NNC2=C1C(=O)NC=N2. Cell line: 786-0. Synergy scores: CSS=4.84, Synergy_ZIP=-1.74, Synergy_Bliss=-3.64, Synergy_Loewe=-44.3, Synergy_HSA=-2.96. (3) Drug 1: CCC1(CC2CC(C3=C(CCN(C2)C1)C4=CC=CC=C4N3)(C5=C(C=C6C(=C5)C78CCN9C7C(C=CC9)(C(C(C8N6C)(C(=O)OC)O)OC(=O)C)CC)OC)C(=O)OC)O.OS(=O)(=O)O. Drug 2: CC(C)CN1C=NC2=C1C3=CC=CC=C3N=C2N. Cell line: MOLT-4. Synergy scores: CSS=-3.75, Synergy_ZIP=0.760, Synergy_Bliss=-1.30, Synergy_Loewe=-3.64, Synergy_HSA=-3.68. (4) Drug 1: CC1CCC2CC(C(=CC=CC=CC(CC(C(=O)C(C(C(=CC(C(=O)CC(OC(=O)C3CCCCN3C(=O)C(=O)C1(O2)O)C(C)CC4CCC(C(C4)OC)O)C)C)O)OC)C)C)C)OC. Drug 2: CC1CCC2CC(C(=CC=CC=CC(CC(C(=O)C(C(C(=CC(C(=O)CC(OC(=O)C3CCCCN3C(=O)C(=O)C1(O2)O)C(C)CC4CCC(C(C4)OC)OCCO)C)C)O)OC)C)C)C)OC. Cell line: HL-60(TB). Synergy scores: CSS=-3.85, Synergy_ZIP=1.59, Synergy_Bliss=-1.12, Synergy_Loewe=-3.12, Synergy_HSA=-4.15. (5) Drug 1: C1=C(C(=O)NC(=O)N1)N(CCCl)CCCl. Drug 2: CC12CCC3C(C1CCC2OP(=O)(O)O)CCC4=C3C=CC(=C4)OC(=O)N(CCCl)CCCl.[Na+]. Cell line: DU-145. Synergy scores: CSS=21.9, Synergy_ZIP=-3.47, Synergy_Bliss=-3.68, Synergy_Loewe=-16.4, Synergy_HSA=-4.94. (6) Drug 1: C1=NC2=C(N1)C(=S)N=C(N2)N. Drug 2: C1CCC(C(C1)N)N.C(=O)(C(=O)[O-])[O-].[Pt+4]. Cell line: RPMI-8226. Synergy scores: CSS=43.7, Synergy_ZIP=-5.24, Synergy_Bliss=-9.36, Synergy_Loewe=-12.7, Synergy_HSA=-7.82. (7) Drug 1: COC1=CC(=CC(=C1O)OC)C2C3C(COC3=O)C(C4=CC5=C(C=C24)OCO5)OC6C(C(C7C(O6)COC(O7)C8=CC=CS8)O)O. Drug 2: C1CCC(C(C1)N)N.C(=O)(C(=O)[O-])[O-].[Pt+4]. Cell line: SNB-75. Synergy scores: CSS=9.42, Synergy_ZIP=-8.54, Synergy_Bliss=-2.52, Synergy_Loewe=-1.32, Synergy_HSA=-1.11.